The task is: Predict the reaction yield, written as a fraction of the theoretical maximum amount of product (1.0 means a 100% yield; for example, 0.34 means a 34% yield).. This data is from Reaction yield outcomes from USPTO patents with 853,638 reactions. (1) The reactants are Br[C:2]1[CH:11]=[N:10][CH:9]=[CH:8][C:3]=1[C:4]([O:6]C)=[O:5].[NH2:12][C:13]1[C:21]2[C:16](=[CH:17][CH:18]=[CH:19][C:20]=2[F:22])[N:15]([CH3:23])[N:14]=1. No catalyst specified. The product is [F:22][C:20]1[CH:19]=[CH:18][CH:17]=[C:16]2[C:21]=1[C:13]([NH:12][C:2]1[CH:11]=[N:10][CH:9]=[CH:8][C:3]=1[C:4]([OH:6])=[O:5])=[N:14][N:15]2[CH3:23]. The yield is 0.340. (2) The reactants are [Cl:1][C:2]1[N:7]=[C:6](Cl)[CH:5]=[CH:4][N:3]=1.[F:9][C:10]1[CH:15]=[CH:14][C:13](B(O)O)=[CH:12][C:11]=1[CH:19]=[O:20]. No catalyst specified. The product is [Cl:1][C:2]1[N:7]=[C:6]([C:13]2[CH:14]=[CH:15][C:10]([F:9])=[C:11]([CH:12]=2)[CH:19]=[O:20])[CH:5]=[CH:4][N:3]=1. The yield is 0.400. (3) The reactants are FC1C=CC(C2C=NC(N3CCN(S(C[C@H](C(C)C)C([NH:27][OH:28])=O)(=O)=O)CC3)=NC=2)=CC=1.[F:32][C:33]1[CH:38]=[CH:37][C:36]([C:39]2[CH:40]=[CH:41][C:42]([O:45][CH:46]3[CH2:51][CH2:50][N:49]([S:52]([CH2:55][C@H:56]([CH:60]([CH3:62])[CH3:61])[C:57](O)=[O:58])(=[O:54])=[O:53])[CH2:48][CH2:47]3)=[N:43][CH:44]=2)=[CH:35][CH:34]=1. No catalyst specified. The product is [F:32][C:33]1[CH:34]=[CH:35][C:36]([C:39]2[CH:40]=[CH:41][C:42]([O:45][CH:46]3[CH2:51][CH2:50][N:49]([S:52]([CH2:55][C@H:56]([CH:60]([CH3:61])[CH3:62])[C:57]([NH:27][OH:28])=[O:58])(=[O:54])=[O:53])[CH2:48][CH2:47]3)=[N:43][CH:44]=2)=[CH:37][CH:38]=1. The yield is 0.530. (4) The reactants are Br[C:2]1[CH:7]=[CH:6][C:5]([C@@H:8]2[O:13][CH2:12][CH2:11][N:10]([C:14]([O:16][C:17]([CH3:20])([CH3:19])[CH3:18])=[O:15])[CH2:9]2)=[CH:4][CH:3]=1.[CH3:21][N:22](C)C=O. The catalyst is C1C=CC([P]([Pd]([P](C2C=CC=CC=2)(C2C=CC=CC=2)C2C=CC=CC=2)([P](C2C=CC=CC=2)(C2C=CC=CC=2)C2C=CC=CC=2)[P](C2C=CC=CC=2)(C2C=CC=CC=2)C2C=CC=CC=2)(C2C=CC=CC=2)C2C=CC=CC=2)=CC=1.[C-]#N.[Zn+2].[C-]#N. The product is [C:21]([C:2]1[CH:7]=[CH:6][C:5]([C@@H:8]2[O:13][CH2:12][CH2:11][N:10]([C:14]([O:16][C:17]([CH3:20])([CH3:19])[CH3:18])=[O:15])[CH2:9]2)=[CH:4][CH:3]=1)#[N:22]. The yield is 0.690. (5) The product is [OH:6][CH2:7][CH2:8][C:9]#[C:10][C:11]([O:13][CH2:14][C:15]1[CH:20]=[CH:19][CH:18]=[CH:17][CH:16]=1)=[O:12]. The reactants are C(OC([O:6][CH2:7][CH2:8][C:9]#[C:10][C:11]([O:13][CH2:14][C:15]1[CH:20]=[CH:19][CH:18]=[CH:17][CH:16]=1)=[O:12])C)C.Cl. The yield is 1.00. The catalyst is CC(C)=O.O.C(OCC)(=O)C. (6) The reactants are B(Br)(Br)Br.[Cl:5][CH2:6][C:7]1([CH3:27])[O:11][N:10]=[C:9]([S:12][CH2:13][C:14]2[C:15]([C:23]([F:26])([F:25])[F:24])=[N:16][N:17]([CH2:21][CH3:22])[C:18]=2[O:19]C)[CH2:8]1.C(Cl)(Cl)Cl. The catalyst is ClCCl. The product is [Cl:5][CH2:6][C:7]1([CH3:27])[O:11][N:10]=[C:9]([S:12][CH2:13][C:14]2[C:15]([C:23]([F:26])([F:25])[F:24])=[N:16][N:17]([CH2:21][CH3:22])[C:18]=2[OH:19])[CH2:8]1. The yield is 0.667. (7) The reactants are Br[C:2]1[CH:10]=[CH:9][C:5]2[NH:6][CH:7]=[N:8][C:4]=2[CH:3]=1.[N+:11]([C:14]1[CH:19]=[CH:18][CH:17]=[CH:16][C:15]=1B(O)O)([O-:13])=[O:12].[OH-].[Na+]. The catalyst is C1C=CC([P]([Pd]([P](C2C=CC=CC=2)(C2C=CC=CC=2)C2C=CC=CC=2)([P](C2C=CC=CC=2)(C2C=CC=CC=2)C2C=CC=CC=2)[P](C2C=CC=CC=2)(C2C=CC=CC=2)C2C=CC=CC=2)(C2C=CC=CC=2)C2C=CC=CC=2)=CC=1.C1COCC1.O. The product is [N+:11]([C:14]1[CH:19]=[CH:18][CH:17]=[CH:16][C:15]=1[C:2]1[CH:10]=[CH:9][C:5]2[NH:6][CH:7]=[N:8][C:4]=2[CH:3]=1)([O-:13])=[O:12]. The yield is 0.660. (8) The reactants are I[C:2]1[CH:7]=[C:6]([CH3:8])[C:5]([C:9]2[N:10]=[C:11]([NH:14][C:15](=[O:22])[C:16]3[CH:21]=[CH:20][N:19]=[CH:18][CH:17]=3)[S:12][CH:13]=2)=[C:4]([CH3:23])[CH:3]=1.[CH3:24][O:25][C:26]1[N:27]=[CH:28][C:29]([SH:32])=[N:30][CH:31]=1.C(=O)([O-])[O-].[K+].[K+].O. The catalyst is CN(C=O)C.[Cu](I)I. The product is [CH3:24][O:25][C:26]1[N:27]=[CH:28][C:29]([S:32][C:2]2[CH:7]=[C:6]([CH3:8])[C:5]([C:9]3[N:10]=[C:11]([NH:14][C:15](=[O:22])[C:16]4[CH:21]=[CH:20][N:19]=[CH:18][CH:17]=4)[S:12][CH:13]=3)=[C:4]([CH3:23])[CH:3]=2)=[N:30][CH:31]=1. The yield is 0.240.